This data is from Forward reaction prediction with 1.9M reactions from USPTO patents (1976-2016). The task is: Predict the product of the given reaction. Given the reactants S(Cl)([Cl:3])=O.[NH2:5][C:6]1[CH:7]=[C:8]([CH:12]=[CH:13][C:14]=1[O:15][CH3:16])[C:9]([OH:11])=[O:10].[CH3:17]O, predict the reaction product. The product is: [ClH:3].[NH2:5][C:6]1[CH:7]=[C:8]([CH:12]=[CH:13][C:14]=1[O:15][CH3:16])[C:9]([O:11][CH3:17])=[O:10].